This data is from Catalyst prediction with 721,799 reactions and 888 catalyst types from USPTO. The task is: Predict which catalyst facilitates the given reaction. (1) Reactant: [CH3:1][O:2][C:3](=[O:30])[C:4]1[CH:9]=[C:8](I)[CH:7]=[CH:6][C:5]=1[O:11][CH2:12][CH2:13][C:14]1[N:15]=[C:16]([S:19][C:20]([CH3:29])([CH3:28])[C:21]([O:23][C:24]([CH3:27])([CH3:26])[CH3:25])=[O:22])[S:17][CH:18]=1.[F:31][C:32]1[CH:37]=[CH:36][C:35](OB(O)O)=[CH:34][CH:33]=1.C(=O)([O-])[O-].[Na+].[Na+].O. The catalyst class is: 77. Product: [CH3:1][O:2][C:3]([C:4]1[CH:9]=[C:8]([C:35]2[CH:36]=[CH:37][C:32]([F:31])=[CH:33][CH:34]=2)[CH:7]=[CH:6][C:5]=1[O:11][CH2:12][CH2:13][C:14]1[N:15]=[C:16]([S:19][C:20]([CH3:29])([CH3:28])[C:21]([O:23][C:24]([CH3:27])([CH3:26])[CH3:25])=[O:22])[S:17][CH:18]=1)=[O:30]. (2) Reactant: [CH3:1][O:2][C:3]([C:5]1([CH2:12][C:13]2[CH:18]=[CH:17][C:16]([Cl:19])=[CH:15][CH:14]=2)[CH2:9][CH2:8][CH:7]([CH3:10])[C:6]1=[O:11])=[O:4].[H-].[Na+].[Cl:22][C:23]([CH2:25]Cl)=[CH2:24]. Product: [CH3:1][O:2][C:3]([C:5]1([CH2:12][C:13]2[CH:14]=[CH:15][C:16]([Cl:19])=[CH:17][CH:18]=2)[CH2:9][CH2:8][C:7]([CH2:25][C:23]([Cl:22])=[CH2:24])([CH3:10])[C:6]1=[O:11])=[O:4]. The catalyst class is: 3. (3) Reactant: [NH2:1][C:2]1([C:6]2[CH:11]=[CH:10][C:9]([C:12]3[O:20][C:19]4[CH:18]=[CH:17][NH:16][C:15](=[O:21])[C:14]=4[C:13]=3[C:22]3[CH:27]=[CH:26][CH:25]=[CH:24][CH:23]=3)=[CH:8][CH:7]=2)[CH2:5][CH2:4][CH2:3]1.[C:28](O[C:28]([O:30][C:31]([CH3:34])([CH3:33])[CH3:32])=[O:29])([O:30][C:31]([CH3:34])([CH3:33])[CH3:32])=[O:29]. Product: [O:21]=[C:15]1[C:14]2[C:13]([C:22]3[CH:27]=[CH:26][CH:25]=[CH:24][CH:23]=3)=[C:12]([C:9]3[CH:8]=[CH:7][C:6]([C:2]4([NH:1][C:28](=[O:29])[O:30][C:31]([CH3:34])([CH3:33])[CH3:32])[CH2:3][CH2:4][CH2:5]4)=[CH:11][CH:10]=3)[O:20][C:19]=2[CH:18]=[CH:17][NH:16]1. The catalyst class is: 230. (4) Reactant: [F:1][C:2]1[CH:7]=[CH:6][C:5]([C:8]2[O:9][C:10]3[CH:19]=[C:18]([N+:20]([O-:22])=[O:21])[C:17]([C:23]4[CH:28]=[C:27]([C:29](=[O:40])[NH:30][C:31]5([C:34]6[CH:39]=[CH:38][CH:37]=[CH:36][CH:35]=6)[CH2:33][CH2:32]5)[CH:26]=[CH:25][C:24]=4[CH3:41])=[CH:16][C:11]=3[C:12]=2[C:13]([OH:15])=O)=[CH:4][CH:3]=1.Cl.[CH3:43][NH2:44]. Product: [F:1][C:2]1[CH:3]=[CH:4][C:5]([C:8]2[O:9][C:10]3[CH:19]=[C:18]([N+:20]([O-:22])=[O:21])[C:17]([C:23]4[CH:28]=[C:27]([C:29](=[O:40])[NH:30][C:31]5([C:34]6[CH:35]=[CH:36][CH:37]=[CH:38][CH:39]=6)[CH2:33][CH2:32]5)[CH:26]=[CH:25][C:24]=4[CH3:41])=[CH:16][C:11]=3[C:12]=2[C:13]([NH:44][CH3:43])=[O:15])=[CH:6][CH:7]=1. The catalyst class is: 5.